From a dataset of Full USPTO retrosynthesis dataset with 1.9M reactions from patents (1976-2016). Predict the reactants needed to synthesize the given product. Given the product [F:1][C:2]([F:9])([F:8])[CH2:3][CH2:4][C:5]([Cl:13])=[O:6], predict the reactants needed to synthesize it. The reactants are: [F:1][C:2]([F:9])([F:8])[CH2:3][CH2:4][C:5](O)=[O:6].C(Cl)(=O)C([Cl:13])=O.